Dataset: Forward reaction prediction with 1.9M reactions from USPTO patents (1976-2016). Task: Predict the product of the given reaction. Given the reactants [NH2:1][C:2]1[N:10]=[CH:9][CH:8]=[CH:7][C:3]=1[C:4]([OH:6])=O.[CH3:11][NH2:12].[CH3:13][O:14][C:15]1[CH:22]=[C:21]([OH:23])[CH:20]=[CH:19][C:16]=1[CH:17]=O.O[CH:25]1[CH2:30][CH2:29][N:28]([C:31](OC(C)(C)C)=O)[CH2:27][CH2:26]1.[C:38]1(=O)C[CH2:41][CH2:40][CH2:39]1, predict the reaction product. The product is: [CH:31]1([N:28]2[CH2:27][CH2:26][CH:25]([O:23][C:21]3[CH:20]=[CH:19][C:16]([C:17]4[N:12]([CH3:11])[C:4](=[O:6])[C:3]5[CH:7]=[CH:8][CH:9]=[N:10][C:2]=5[N:1]=4)=[C:15]([O:14][CH3:13])[CH:22]=3)[CH2:30][CH2:29]2)[CH2:41][CH2:40][CH2:39][CH2:38]1.